From a dataset of Full USPTO retrosynthesis dataset with 1.9M reactions from patents (1976-2016). Predict the reactants needed to synthesize the given product. Given the product [F:1][C:2]1[C:7]([F:8])=[C:6]([N+:9]([O-:11])=[O:10])[CH:5]=[CH:4][C:3]=1[OH:12], predict the reactants needed to synthesize it. The reactants are: [F:1][C:2]1[C:7]([F:8])=[C:6]([N+:9]([O-:11])=[O:10])[CH:5]=[CH:4][C:3]=1[O:12]C.